The task is: Predict the reaction yield, written as a fraction of the theoretical maximum amount of product (1.0 means a 100% yield; for example, 0.34 means a 34% yield).. This data is from Reaction yield outcomes from USPTO patents with 853,638 reactions. (1) The reactants are [NH:1]1[CH2:6][CH2:5][CH2:4][C@@H:3]([N:7]([C:11]2[C:12]3[CH:19]=[CH:18][N:17]([S:20]([C:23]4[CH:29]=[CH:28][C:26]([CH3:27])=[CH:25][CH:24]=4)(=[O:22])=[O:21])[C:13]=3[N:14]=[CH:15][N:16]=2)[CH2:8][CH2:9][OH:10])[CH2:2]1.CCN=C=NCCCN(C)C.C1C=CC2N(O)N=NC=2C=1.[Cl:51][C:52]1[CH:53]=[C:54]([NH:59][CH2:60][C:61](O)=[O:62])[CH:55]=[C:56]([Cl:58])[CH:57]=1.CCN(C(C)C)C(C)C. The catalyst is CN(C=O)C.CCOC(C)=O. The product is [Cl:51][C:52]1[CH:53]=[C:54]([NH:59][CH2:60][C:61]([N:1]2[CH2:6][CH2:5][CH2:4][C@@H:3]([N:7]([CH2:8][CH2:9][OH:10])[C:11]3[C:12]4[CH:19]=[CH:18][N:17]([S:20]([C:23]5[CH:24]=[CH:25][C:26]([CH3:27])=[CH:28][CH:29]=5)(=[O:21])=[O:22])[C:13]=4[N:14]=[CH:15][N:16]=3)[CH2:2]2)=[O:62])[CH:55]=[C:56]([Cl:58])[CH:57]=1. The yield is 0.300. (2) The reactants are [NH2:1][C:2]1[CH:3]=[C:4]([OH:8])[CH:5]=[CH:6][CH:7]=1.O.C(N(CC)CC)C.[C:17]([O:21][C:22](O[C:22]([O:21][C:17]([CH3:20])([CH3:19])[CH3:18])=[O:23])=[O:23])([CH3:20])([CH3:19])[CH3:18]. The catalyst is O1CCOCC1. The product is [C:17]([O:21][C:22](=[O:23])[NH:1][C:2]1[CH:7]=[CH:6][CH:5]=[C:4]([OH:8])[CH:3]=1)([CH3:20])([CH3:19])[CH3:18]. The yield is 0.710.